Predict the reaction yield, written as a fraction of the theoretical maximum amount of product (1.0 means a 100% yield; for example, 0.34 means a 34% yield). From a dataset of Reaction yield outcomes from USPTO patents with 853,638 reactions. The reactants are [F:1][CH:2]([F:22])[C:3]1([C:11]2[CH:16]=[C:15]([N+:17]([O-])=O)[CH:14]=[C:13]([F:20])[C:12]=2[CH3:21])[CH:9]2[CH:7]([CH2:8]2)[O:6][C:5]([NH2:10])=[N:4]1. The catalyst is C1COCC1.[Pd]. The product is [NH2:17][C:15]1[CH:14]=[C:13]([F:20])[C:12]([CH3:21])=[C:11]([C:3]2([CH:2]([F:1])[F:22])[CH:9]3[CH:7]([CH2:8]3)[O:6][C:5]([NH2:10])=[N:4]2)[CH:16]=1. The yield is 0.770.